Dataset: Reaction yield outcomes from USPTO patents with 853,638 reactions. Task: Predict the reaction yield, written as a fraction of the theoretical maximum amount of product (1.0 means a 100% yield; for example, 0.34 means a 34% yield). (1) The reactants are [C:1]([C:5]1[CH:6]=[C:7]([OH:18])[CH:8]=[CH:9][C:10]=1[O:11][C:12](=[O:17])[C:13]([CH3:16])([CH3:15])[CH3:14])([CH3:4])([CH3:3])[CH3:2].[H-].[Na+].[CH2:21](Br)[CH:22]=[CH2:23]. The catalyst is CN(C)C=O. The product is [C:1]([C:5]1[CH:6]=[C:7]([O:18][CH2:23][CH:22]=[CH2:21])[CH:8]=[CH:9][C:10]=1[O:11][C:12](=[O:17])[C:13]([CH3:16])([CH3:15])[CH3:14])([CH3:4])([CH3:2])[CH3:3]. The yield is 0.830. (2) The reactants are O[CH2:2][C:3]1[C:4]([CH3:14])=[N+:5]([O-:13])[C:6]([C:9]([F:12])([F:11])[F:10])=[CH:7][CH:8]=1.C(Br)(Br)(Br)[Br:16].C1C=CC(P(C2C=CC=CC=2)C2C=CC=CC=2)=CC=1. The catalyst is C(Cl)Cl. The product is [Br:16][CH2:2][C:3]1[C:4]([CH3:14])=[N+:5]([O-:13])[C:6]([C:9]([F:12])([F:11])[F:10])=[CH:7][CH:8]=1. The yield is 0.750. (3) The reactants are C(OC([N:8]1[CH2:12][CH2:11][CH2:10][C@@H:9]1[CH2:13][S:14][C:15]1[CH:20]=[CH:19][C:18]([O:21][C:22]2[CH:27]=[CH:26][CH:25]=[CH:24][CH:23]=2)=[CH:17][CH:16]=1)=O)(C)(C)C.Cl. The catalyst is CO.C(OCC)C. The product is [O:21]([C:18]1[CH:19]=[CH:20][C:15]([S:14][CH2:13][C@H:9]2[CH2:10][CH2:11][CH2:12][NH:8]2)=[CH:16][CH:17]=1)[C:22]1[CH:23]=[CH:24][CH:25]=[CH:26][CH:27]=1. The yield is 0.940. (4) The reactants are B(Br)(Br)Br.ClCCl.[Cl:8][C:9]1[CH:10]=[CH:11][C:12]([O:23]C)=[C:13]([CH:22]=1)[CH:14]=[CH:15][C:16]1[CH:21]=[CH:20][CH:19]=[CH:18][CH:17]=1. The catalyst is ClCCl.C(OCC)(=O)C. The product is [Cl:8][C:9]1[CH:10]=[CH:11][C:12]([OH:23])=[C:13]([CH:14]=[CH:15][C:16]2[CH:17]=[CH:18][CH:19]=[CH:20][CH:21]=2)[CH:22]=1. The yield is 0.454. (5) The reactants are [C:1]([C:4]1([CH2:7][CH2:8][CH2:9][CH2:10][C:11](=[O:22])[CH2:12][CH2:13][CH2:14][CH2:15][C:16]2([C:19]([OH:21])=[O:20])[CH2:18][CH2:17]2)[CH2:6][CH2:5]1)([OH:3])=[O:2].[OH-].[Na+].[BH4-].[Na+].Cl. The catalyst is CC(O)C.O. The product is [C:19]([C:16]1([CH2:15][CH2:14][CH2:13][CH2:12][CH:11]([OH:22])[CH2:10][CH2:9][CH2:8][CH2:7][C:4]2([C:1]([OH:3])=[O:2])[CH2:5][CH2:6]2)[CH2:17][CH2:18]1)([OH:21])=[O:20]. The yield is 0.860. (6) The reactants are Cl.[CH3:2][N:3]([CH3:13])[C:4]1[CH:5]=[C:6]([CH:10]=[CH:11][N:12]=1)[C:7]([OH:9])=O.[CH3:14][O:15][C:16]1[CH:21]=[CH:20][C:19]([CH:22]2[CH2:27][CH2:26][CH2:25][NH:24][CH2:23]2)=[CH:18][CH:17]=1.C(N(CC)CC)C.CCCP(=O)=O. The catalyst is C(Cl)Cl. The product is [CH3:14][O:15][C:16]1[CH:17]=[CH:18][C:19]([CH:22]2[CH2:27][CH2:26][CH2:25][N:24]([C:7]([C:6]3[CH:10]=[CH:11][N:12]=[C:4]([N:3]([CH3:2])[CH3:13])[CH:5]=3)=[O:9])[CH2:23]2)=[CH:20][CH:21]=1. The yield is 0.480. (7) The reactants are [CH2:1]([CH:3]([C:6]1[C:11]2[N:12]([CH3:16])[C:13](=[O:15])[NH:14][C:10]=2C(C#N)=[CH:8][CH:7]=1)[CH2:4][CH3:5])[CH3:2].[OH-].[K+].O.[C:22]([O:28]C)([O:26][CH3:27])(OC)[CH3:23]. The catalyst is C1(C)C=CC=CC=1.C(O)C. The product is [CH2:1]([CH:3]([C:6]1[C:11]2[N:12]([CH3:16])[C:13](=[O:15])[NH:14][C:10]=2[C:23]([C:22]([O:26][CH3:27])=[O:28])=[CH:8][CH:7]=1)[CH2:4][CH3:5])[CH3:2]. The yield is 0.770.